Task: Regression. Given a peptide amino acid sequence and an MHC pseudo amino acid sequence, predict their binding affinity value. This is MHC class II binding data.. Dataset: Peptide-MHC class II binding affinity with 134,281 pairs from IEDB (1) The peptide sequence is NKAGVRIYVDIVLNH. The MHC is DRB1_1101 with pseudo-sequence DRB1_1101. The binding affinity (normalized) is 0.281. (2) The binding affinity (normalized) is 0.229. The peptide sequence is REALAQTHSAIAVII. The MHC is DRB1_0301 with pseudo-sequence DRB1_0301. (3) The peptide sequence is VDCRPFNGGESKLKA. The MHC is DRB1_0101 with pseudo-sequence DRB1_0101. The binding affinity (normalized) is 0.345. (4) The peptide sequence is VIDAMCHATLTYRML. The binding affinity (normalized) is 0.689. The MHC is DRB1_1301 with pseudo-sequence DRB1_1301.